Dataset: Reaction yield outcomes from USPTO patents with 853,638 reactions. Task: Predict the reaction yield, written as a fraction of the theoretical maximum amount of product (1.0 means a 100% yield; for example, 0.34 means a 34% yield). (1) The reactants are [Br:1][C:2]1[CH:3]=[N:4][N:5]([CH3:16])[C:6]=1[C:7]1[CH:8]=[C:9]([C:13]([OH:15])=O)[S:10][C:11]=1[CH3:12].C(N(CC)C(C)C)(C)C.[NH2:26][C@@H:27]([CH2:40][CH:41]1[CH2:46][CH2:45][CH2:44][CH2:43][CH2:42]1)[CH2:28][N:29]1[C:37](=[O:38])[C:36]2[C:31](=[CH:32][CH:33]=[CH:34][CH:35]=2)[C:30]1=[O:39].CC(OC(N[C@H](C(O)=O)CC1C=CC=CC=1C(F)(F)F)=O)(C)C.F[P-](F)(F)(F)(F)F.Br[P+](N1CCCC1)(N1CCCC1)N1CCCC1. The catalyst is C(Cl)Cl. The product is [Br:1][C:2]1[CH:3]=[N:4][N:5]([CH3:16])[C:6]=1[C:7]1[CH:8]=[C:9]([C:13]([NH:26][C@H:27]([CH2:28][N:29]2[C:37](=[O:38])[C:36]3[C:31](=[CH:32][CH:33]=[CH:34][CH:35]=3)[C:30]2=[O:39])[CH2:40][CH:41]2[CH2:46][CH2:45][CH2:44][CH2:43][CH2:42]2)=[O:15])[S:10][C:11]=1[CH3:12]. The yield is 0.640. (2) The catalyst is ClCCl. The reactants are CCN(C(C)C)C(C)C.Cl.[F:11][C:12]1[CH:59]=[CH:58][CH:57]=[C:56]([F:60])[C:13]=1[CH2:14][O:15][C:16]([C:25]1[CH:30]=[CH:29][C:28]([C@:31]2([S:46]([C:49]3[CH:54]=[CH:53][C:52]([F:55])=[CH:51][CH:50]=3)(=[O:48])=[O:47])[CH2:35][CH2:34][N:33]([C:36]([C:38]3([C:44]#[N:45])[CH2:43][CH2:42][NH:41][CH2:40][CH2:39]3)=[O:37])[CH2:32]2)=[CH:27][CH:26]=1)([C:21]([F:24])([F:23])[F:22])[C:17]([F:20])([F:19])[F:18].[C:61](OC(=O)C)(=[O:63])[CH3:62]. The product is [C:61]([N:41]1[CH2:40][CH2:39][C:38]([C:36]([N:33]2[CH2:34][CH2:35][C@:31]([C:28]3[CH:29]=[CH:30][C:25]([C:16]([O:15][CH2:14][C:13]4[C:12]([F:11])=[CH:59][CH:58]=[CH:57][C:56]=4[F:60])([C:17]([F:20])([F:19])[F:18])[C:21]([F:22])([F:24])[F:23])=[CH:26][CH:27]=3)([S:46]([C:49]3[CH:50]=[CH:51][C:52]([F:55])=[CH:53][CH:54]=3)(=[O:48])=[O:47])[CH2:32]2)=[O:37])([C:44]#[N:45])[CH2:43][CH2:42]1)(=[O:63])[CH3:62]. The yield is 0.730. (3) The reactants are CS(O[CH2:6][CH2:7][O:8][C@H:9]1[CH2:14][CH2:13][C@H:12]([N:15]2[C:20](=[O:21])[C:19]([CH2:22][C:23]3[CH:28]=[CH:27][C:26]([C:29]4[CH:34]=[CH:33][CH:32]=[CH:31][C:30]=4[C:35]#[N:36])=[CH:25][CH:24]=3)=[C:18]([CH2:37][CH2:38][CH3:39])[N:17]3[N:40]=[CH:41][N:42]=[C:16]23)[CH2:11][CH2:10]1)(=O)=O.[CH3:43][C@H:44]1[O:49][C@@H:48]([CH3:50])[CH2:47][NH:46][CH2:45]1.[I-].[Na+]. The catalyst is O1CCCC1. The product is [CH3:50][C@H:48]1[O:49][C@@H:44]([CH3:43])[CH2:45][N:46]([CH2:6][CH2:7][O:8][C@H:9]2[CH2:14][CH2:13][C@H:12]([N:15]3[C:20](=[O:21])[C:19]([CH2:22][C:23]4[CH:28]=[CH:27][C:26]([C:29]5[C:30]([C:35]#[N:36])=[CH:31][CH:32]=[CH:33][CH:34]=5)=[CH:25][CH:24]=4)=[C:18]([CH2:37][CH2:38][CH3:39])[N:17]4[N:40]=[CH:41][N:42]=[C:16]34)[CH2:11][CH2:10]2)[CH2:47]1. The yield is 0.960. (4) The reactants are [CH2:1]([O:4][C:5]1[C:6]([Cl:20])=[C:7]([C:12]([C:14]2[CH:19]=[CH:18][CH:17]=[CH:16][CH:15]=2)=O)[CH:8]=[C:9]([Br:11])[CH:10]=1)[CH:2]=[CH2:3].C([SiH](CC)CC)C.OS(C(F)(F)F)(=O)=O. The catalyst is C(O)(C(F)(F)F)=O. The product is [CH2:1]([O:4][C:5]1[CH:10]=[C:9]([Br:11])[CH:8]=[C:7]([CH2:12][C:14]2[CH:19]=[CH:18][CH:17]=[CH:16][CH:15]=2)[C:6]=1[Cl:20])[CH:2]=[CH2:3]. The yield is 0.801. (5) The reactants are [O-:1][C:2]#[N:3].[Na+].[NH2:5][CH2:6][CH2:7][N:8]1[C:25](=[N:26][C:27]2[C:32]([CH:33]([CH3:35])[CH3:34])=[CH:31][CH:30]=[CH:29][C:28]=2[CH:36]([CH3:38])[CH3:37])[CH:24]=[C:11]2[C:12]3[C:17]([CH2:18][CH2:19][N:10]2[C:9]1=[O:39])=[CH:16][C:15]([O:20][CH3:21])=[C:14]([O:22][CH3:23])[CH:13]=3.[OH-].[Na+]. The catalyst is O. The product is [C:2]([NH:5][CH2:6][CH2:7][N:8]1[C:25](=[N:26][C:27]2[C:28]([CH:36]([CH3:37])[CH3:38])=[CH:29][CH:30]=[CH:31][C:32]=2[CH:33]([CH3:35])[CH3:34])[CH:24]=[C:11]2[C:12]3[C:17]([CH2:18][CH2:19][N:10]2[C:9]1=[O:39])=[CH:16][C:15]([O:20][CH3:21])=[C:14]([O:22][CH3:23])[CH:13]=3)(=[O:1])[NH2:3]. The yield is 0.170.